This data is from NCI-60 drug combinations with 297,098 pairs across 59 cell lines. The task is: Regression. Given two drug SMILES strings and cell line genomic features, predict the synergy score measuring deviation from expected non-interaction effect. (1) Drug 1: C1CCN(CC1)CCOC2=CC=C(C=C2)C(=O)C3=C(SC4=C3C=CC(=C4)O)C5=CC=C(C=C5)O. Drug 2: COC1=C2C(=CC3=C1OC=C3)C=CC(=O)O2. Cell line: RPMI-8226. Synergy scores: CSS=1.29, Synergy_ZIP=7.49, Synergy_Bliss=12.6, Synergy_Loewe=2.55, Synergy_HSA=3.21. (2) Drug 1: C1=C(C(=O)NC(=O)N1)F. Drug 2: COCCOC1=C(C=C2C(=C1)C(=NC=N2)NC3=CC=CC(=C3)C#C)OCCOC.Cl. Cell line: SK-OV-3. Synergy scores: CSS=26.2, Synergy_ZIP=2.72, Synergy_Bliss=2.39, Synergy_Loewe=6.00, Synergy_HSA=6.54. (3) Drug 1: CC1C(C(CC(O1)OC2CC(OC(C2O)C)OC3=CC4=CC5=C(C(=O)C(C(C5)C(C(=O)C(C(C)O)O)OC)OC6CC(C(C(O6)C)O)OC7CC(C(C(O7)C)O)OC8CC(C(C(O8)C)O)(C)O)C(=C4C(=C3C)O)O)O)O. Drug 2: CN1C2=C(C=C(C=C2)N(CCCl)CCCl)N=C1CCCC(=O)O.Cl. Cell line: NCI/ADR-RES. Synergy scores: CSS=12.0, Synergy_ZIP=-4.08, Synergy_Bliss=-3.28, Synergy_Loewe=-63.0, Synergy_HSA=-2.10. (4) Drug 1: CC(C1=C(C=CC(=C1Cl)F)Cl)OC2=C(N=CC(=C2)C3=CN(N=C3)C4CCNCC4)N. Drug 2: COC1=C2C(=CC3=C1OC=C3)C=CC(=O)O2. Cell line: HS 578T. Synergy scores: CSS=1.38, Synergy_ZIP=8.26, Synergy_Bliss=4.88, Synergy_Loewe=-0.869, Synergy_HSA=-0.732. (5) Cell line: TK-10. Drug 2: CCC1=CC2CC(C3=C(CN(C2)C1)C4=CC=CC=C4N3)(C5=C(C=C6C(=C5)C78CCN9C7C(C=CC9)(C(C(C8N6C)(C(=O)OC)O)OC(=O)C)CC)OC)C(=O)OC.C(C(C(=O)O)O)(C(=O)O)O. Drug 1: CC(C1=C(C=CC(=C1Cl)F)Cl)OC2=C(N=CC(=C2)C3=CN(N=C3)C4CCNCC4)N. Synergy scores: CSS=30.5, Synergy_ZIP=3.55, Synergy_Bliss=7.74, Synergy_Loewe=-0.858, Synergy_HSA=7.93. (6) Drug 1: CNC(=O)C1=NC=CC(=C1)OC2=CC=C(C=C2)NC(=O)NC3=CC(=C(C=C3)Cl)C(F)(F)F. Cell line: MOLT-4. Synergy scores: CSS=66.6, Synergy_ZIP=-3.59, Synergy_Bliss=-3.31, Synergy_Loewe=-34.1, Synergy_HSA=-1.71. Drug 2: CN(CCCl)CCCl.Cl. (7) Drug 2: C1CN(P(=O)(OC1)NCCCl)CCCl. Cell line: NCIH23. Drug 1: CNC(=O)C1=CC=CC=C1SC2=CC3=C(C=C2)C(=NN3)C=CC4=CC=CC=N4. Synergy scores: CSS=-2.41, Synergy_ZIP=0.303, Synergy_Bliss=-3.47, Synergy_Loewe=-6.55, Synergy_HSA=-5.10.